Dataset: NCI-60 drug combinations with 297,098 pairs across 59 cell lines. Task: Regression. Given two drug SMILES strings and cell line genomic features, predict the synergy score measuring deviation from expected non-interaction effect. (1) Drug 1: C1C(C(OC1N2C=NC3=C(N=C(N=C32)Cl)N)CO)O. Drug 2: C(CC(=O)O)C(=O)CN.Cl. Cell line: MDA-MB-231. Synergy scores: CSS=28.7, Synergy_ZIP=0.644, Synergy_Bliss=1.30, Synergy_Loewe=-5.16, Synergy_HSA=2.80. (2) Drug 1: C1=CC(=C2C(=C1NCCNCCO)C(=O)C3=C(C=CC(=C3C2=O)O)O)NCCNCCO. Drug 2: C1=NC2=C(N=C(N=C2N1C3C(C(C(O3)CO)O)F)Cl)N. Cell line: K-562. Synergy scores: CSS=50.8, Synergy_ZIP=-8.41, Synergy_Bliss=-6.75, Synergy_Loewe=-12.5, Synergy_HSA=-0.759. (3) Drug 2: CN1C(=O)N2C=NC(=C2N=N1)C(=O)N. Drug 1: C1CCN(CC1)CCOC2=CC=C(C=C2)C(=O)C3=C(SC4=C3C=CC(=C4)O)C5=CC=C(C=C5)O. Synergy scores: CSS=-9.53, Synergy_ZIP=7.55, Synergy_Bliss=8.57, Synergy_Loewe=3.00, Synergy_HSA=-0.585. Cell line: KM12. (4) Synergy scores: CSS=34.8, Synergy_ZIP=2.59, Synergy_Bliss=1.56, Synergy_Loewe=-21.5, Synergy_HSA=2.38. Drug 1: CN1C(=O)N2C=NC(=C2N=N1)C(=O)N. Cell line: SNB-75. Drug 2: CC1CCCC2(C(O2)CC(NC(=O)CC(C(C(=O)C(C1O)C)(C)C)O)C(=CC3=CSC(=N3)C)C)C. (5) Drug 1: COC1=C(C=C2C(=C1)N=CN=C2NC3=CC(=C(C=C3)F)Cl)OCCCN4CCOCC4. Drug 2: C1CN(CCN1C(=O)CCBr)C(=O)CCBr. Cell line: NCI-H322M. Synergy scores: CSS=41.0, Synergy_ZIP=2.96, Synergy_Bliss=3.04, Synergy_Loewe=-11.6, Synergy_HSA=1.42. (6) Drug 1: C1CCC(C1)C(CC#N)N2C=C(C=N2)C3=C4C=CNC4=NC=N3. Drug 2: CC1C(C(=O)NC(C(=O)N2CCCC2C(=O)N(CC(=O)N(C(C(=O)O1)C(C)C)C)C)C(C)C)NC(=O)C3=C4C(=C(C=C3)C)OC5=C(C(=O)C(=C(C5=N4)C(=O)NC6C(OC(=O)C(N(C(=O)CN(C(=O)C7CCCN7C(=O)C(NC6=O)C(C)C)C)C)C(C)C)C)N)C. Cell line: NCI-H522. Synergy scores: CSS=9.05, Synergy_ZIP=6.26, Synergy_Bliss=11.8, Synergy_Loewe=11.6, Synergy_HSA=11.2. (7) Drug 1: CS(=O)(=O)CCNCC1=CC=C(O1)C2=CC3=C(C=C2)N=CN=C3NC4=CC(=C(C=C4)OCC5=CC(=CC=C5)F)Cl. Drug 2: CC(C)NC(=O)C1=CC=C(C=C1)CNNC.Cl. Cell line: SF-539. Synergy scores: CSS=3.47, Synergy_ZIP=-2.29, Synergy_Bliss=-3.86, Synergy_Loewe=-6.08, Synergy_HSA=-5.23.